From a dataset of Catalyst prediction with 721,799 reactions and 888 catalyst types from USPTO. Predict which catalyst facilitates the given reaction. (1) Reactant: [C:1]([O:5][C:6]([N:8]1[CH2:13][CH2:12][CH:11]([CH:14]=[CH:15][C:16]2[O:17][C:18]3[CH:24]=[CH:23][C:22]([S:25]([CH3:27])=[O:26])=[CH:21][C:19]=3[CH:20]=2)[CH2:10][CH2:9]1)=[O:7])([CH3:4])([CH3:3])[CH3:2]. Product: [C:1]([O:5][C:6]([N:8]1[CH2:13][CH2:12][CH:11]([CH2:14][CH2:15][C:16]2[O:17][C:18]3[CH:24]=[CH:23][C:22]([S:25]([CH3:27])=[O:26])=[CH:21][C:19]=3[CH:20]=2)[CH2:10][CH2:9]1)=[O:7])([CH3:4])([CH3:3])[CH3:2]. The catalyst class is: 50. (2) Reactant: [OH:1][C:2]1[CH:3]=[CH:4][C:5]([CH3:13])=[C:6]([CH:12]=1)[C:7]([O:9][CH2:10][CH3:11])=[O:8].[Cl:14][C:15]1[CH:16]=[C:17]([CH:20]=[CH:21][CH:22]=1)[CH2:18]Br.C(=O)([O-])[O-].[K+].[K+]. Product: [Cl:14][C:15]1[CH:16]=[C:17]([CH2:18][O:1][C:2]2[CH:3]=[CH:4][C:5]([CH3:13])=[C:6]([CH:12]=2)[C:7]([O:9][CH2:10][CH3:11])=[O:8])[CH:20]=[CH:21][CH:22]=1. The catalyst class is: 9. (3) Reactant: C([O:4][C:5]1[C:10]([O:11][CH3:12])=[CH:9][C:8]([C:13]2[N:14]=[C:15]([CH2:18][N:19]([C:21]([O:23][C:24]([CH3:27])([CH3:26])[CH3:25])=[O:22])[CH3:20])[S:16][CH:17]=2)=[CH:7][C:6]=1[O:28][CH3:29])(=O)C.[OH-].[Na+]. Product: [OH:4][C:5]1[C:10]([O:11][CH3:12])=[CH:9][C:8]([C:13]2[N:14]=[C:15]([CH2:18][N:19]([CH3:20])[C:21](=[O:22])[O:23][C:24]([CH3:25])([CH3:26])[CH3:27])[S:16][CH:17]=2)=[CH:7][C:6]=1[O:28][CH3:29]. The catalyst class is: 5. (4) Reactant: [NH2:1][C:2]1[C:9]([NH:10][CH3:11])=[CH:8][C:5]([C:6]#[N:7])=[C:4]([Br:12])[CH:3]=1.[CH:13](=O)[C:14]1[CH:19]=[CH:18][CH:17]=[N:16][CH:15]=1.OOS([O-])=O.[K+]. Product: [Br:12][C:4]1[C:5]([C:6]#[N:7])=[CH:8][C:9]2[N:10]([CH3:11])[C:13]([C:14]3[CH:15]=[N:16][CH:17]=[CH:18][CH:19]=3)=[N:1][C:2]=2[CH:3]=1. The catalyst class is: 18. (5) Reactant: [NH2:1][C:2]1[C:7]([C:8]([N:10]2[CH2:15][CH2:14][CH:13]([N:16]3[CH2:28][CH2:27][CH2:26][C:18]4([C:22](=[O:23])[O:21][C:20]([CH3:25])([CH3:24])[CH2:19]4)[CH2:17]3)[CH2:12][CH2:11]2)=[O:9])=[CH:6][C:5]([Br:29])=[CH:4][N:3]=1.[CH2:30]([N:32]=[C:33]=[O:34])[CH3:31]. Product: [Br:29][C:5]1[CH:6]=[C:7]([C:8]([N:10]2[CH2:15][CH2:14][CH:13]([N:16]3[CH2:28][CH2:27][CH2:26][C:18]4([C:22](=[O:23])[O:21][C:20]([CH3:24])([CH3:25])[CH2:19]4)[CH2:17]3)[CH2:12][CH2:11]2)=[O:9])[C:2]([NH:1][C:33]([NH:32][CH2:30][CH3:31])=[O:34])=[N:3][CH:4]=1. The catalyst class is: 81. (6) Reactant: [CH3:1][N:2]1[C:6]([N:7]2[CH:11]=[CH:10][C:9]([C:12]([O:14]C)=[O:13])=[CH:8]2)=[CH:5][CH:4]=[N:3]1.[OH-].[Na+]. Product: [CH3:1][N:2]1[C:6]([N:7]2[CH:11]=[CH:10][C:9]([C:12]([OH:14])=[O:13])=[CH:8]2)=[CH:5][CH:4]=[N:3]1. The catalyst class is: 83. (7) Product: [F:20][C:19]1[CH:18]=[CH:17][C:4]([CH2:5][C:6]2[C:15]3[C:10](=[CH:11][CH:12]=[CH:13][CH:14]=3)[C:9](=[O:16])[NH:8][N:7]=2)=[CH:3][C:2]=1[NH:1][C:21]([CH2:22][CH2:23][CH2:24][C:25]([OH:27])=[O:26])=[O:28]. Reactant: [NH2:1][C:2]1[CH:3]=[C:4]([CH:17]=[CH:18][C:19]=1[F:20])[CH2:5][C:6]1[C:15]2[C:10](=[CH:11][CH:12]=[CH:13][CH:14]=2)[C:9](=[O:16])[NH:8][N:7]=1.[C:21]1(=[O:28])[O:27][C:25](=[O:26])[CH2:24][CH2:23][CH2:22]1. The catalyst class is: 11.